This data is from Reaction yield outcomes from USPTO patents with 853,638 reactions. The task is: Predict the reaction yield, written as a fraction of the theoretical maximum amount of product (1.0 means a 100% yield; for example, 0.34 means a 34% yield). (1) The reactants are [CH2:1]1[C:3]([NH2:7])([C:4]([OH:6])=[O:5])[CH2:2]1.Cl[Si](C)(C)C.CCN(C(C)C)C(C)C.Cl[C:23]([O:25][CH:26](Cl)[CH:27]([CH3:29])[CH3:28])=[O:24].[C:31]([OH:41])(=[O:40])/[CH:32]=[CH:33]/[C:34]1[CH:39]=[CH:38][CH:37]=[CH:36][CH:35]=1. The catalyst is C(Cl)(Cl)Cl. The product is [C:34]1(/[CH:33]=[CH:32]/[C:31]([O:41][CH:26]([O:25][C:23]([NH:7][C:3]2([C:4]([OH:6])=[O:5])[CH2:2][CH2:1]2)=[O:24])[CH:27]([CH3:29])[CH3:28])=[O:40])[CH:35]=[CH:36][CH:37]=[CH:38][CH:39]=1. The yield is 0.122. (2) The reactants are [Cl:1][C:2]1[CH:3]=[C:4]2[C:8](=[CH:9][CH:10]=1)[NH:7][C:6]([CH:11]=O)=[CH:5]2.[BH3-]C#N.[Na+].CCN(CC)CC.Cl.C(O[C:28]([C:30]1[NH:31][CH:32]=[CH:33][C:34]=1[NH2:35])=[O:29])C.C([N:44]=[C:45]=[S:46])(=O)C1C=CC=CC=1. The catalyst is CO.CC(O)=O. The product is [Cl:1][C:2]1[CH:3]=[C:4]2[C:8](=[CH:9][CH:10]=1)[NH:7][C:6]([CH2:11][N:35]1[C:34]3[CH:33]=[CH:32][NH:31][C:30]=3[C:28](=[O:29])[NH:44][C:45]1=[S:46])=[CH:5]2. The yield is 0.300.